From a dataset of Forward reaction prediction with 1.9M reactions from USPTO patents (1976-2016). Predict the product of the given reaction. (1) The product is: [CH:2]1([CH2:5][O:6][C:7]2[CH:12]=[CH:11][C:10]([F:13])=[CH:9][C:8]=2[C:14]2[C:15]3[NH:22][C:21]([CH3:23])=[C:20]([C:24]([NH:26][C@@H:27]4[CH2:31][CH2:30][N:29]([C:37](=[O:38])[C@@H:36]([OH:35])[CH3:40])[CH2:28]4)=[O:25])[C:16]=3[N:17]=[CH:18][N:19]=2)[CH2:4][CH2:3]1. Given the reactants Cl.[CH:2]1([CH2:5][O:6][C:7]2[CH:12]=[CH:11][C:10]([F:13])=[CH:9][C:8]=2[C:14]2[C:15]3[NH:22][C:21]([CH3:23])=[C:20]([C:24]([NH:26][C@@H:27]4[CH2:31][CH2:30][NH:29][CH2:28]4)=[O:25])[C:16]=3[N:17]=[CH:18][N:19]=2)[CH2:4][CH2:3]1.C([O:35][C@@H:36]([CH3:40])[C:37](Cl)=[O:38])(=O)C, predict the reaction product. (2) Given the reactants F[C:2]1[C:7]([CH:8]2[CH2:13][CH2:12][N:11]([CH3:14])[C:10](=[O:15])[CH2:9]2)=[CH:6][CH:5]=[CH:4][N:3]=1.[NH:16]1[C:20]2[CH:21]=[CH:22][CH:23]=[CH:24][C:19]=2[N:18]=[C:17]1[C:25]([C:27]1[CH:32]=[CH:31][C:30]([OH:33])=[CH:29][CH:28]=1)=[O:26], predict the reaction product. The product is: [NH:16]1[C:20]2[CH:21]=[CH:22][CH:23]=[CH:24][C:19]=2[N:18]=[C:17]1[C:25]([C:27]1[CH:32]=[CH:31][C:30]([O:33][C:2]2[C:7]([CH:8]3[CH2:13][CH2:12][N:11]([CH3:14])[C:10](=[O:15])[CH2:9]3)=[CH:6][CH:5]=[CH:4][N:3]=2)=[CH:29][CH:28]=1)=[O:26]. (3) The product is: [CH3:23][N:24]([CH3:28])[CH2:25][CH2:26][NH:27][C:20]([C:16]1[C:17]2[C:12](=[N:11][C:10]3[C:19]([N:18]=2)=[C:6]2[CH:5]=[CH:4][CH:3]=[C:2]([CH3:1])[C:7]2=[CH:8][CH:9]=3)[CH:13]=[CH:14][CH:15]=1)=[O:22]. Given the reactants [CH3:1][C:2]1[C:7]2=[CH:8][CH:9]=[C:10]3[C:19]([N:18]=[C:17]4[C:12]([CH:13]=[CH:14][CH:15]=[C:16]4[C:20]([OH:22])=O)=[N:11]3)=[C:6]2[CH:5]=[CH:4][CH:3]=1.[CH3:23][N:24]([CH3:28])[CH2:25][CH2:26][NH2:27], predict the reaction product.